This data is from Peptide-MHC class II binding affinity with 134,281 pairs from IEDB. The task is: Regression. Given a peptide amino acid sequence and an MHC pseudo amino acid sequence, predict their binding affinity value. This is MHC class II binding data. (1) The peptide sequence is SMGDDHFWAVRGGGGESFGI. The MHC is DRB1_1501 with pseudo-sequence DRB1_1501. The binding affinity (normalized) is 0.437. (2) The peptide sequence is LVKYVNGDGDVVAVD. The MHC is HLA-DQA10102-DQB10602 with pseudo-sequence HLA-DQA10102-DQB10602. The binding affinity (normalized) is 0.227. (3) The peptide sequence is ALQSHDDVALVSVMW. The MHC is DRB1_1602 with pseudo-sequence DRB1_1602. The binding affinity (normalized) is 0.265. (4) The binding affinity (normalized) is 0.253. The MHC is DRB1_0403 with pseudo-sequence DRB1_0403. The peptide sequence is LRTLEDNEERMSRLSKVAPV.